This data is from CYP2C9 inhibition data for predicting drug metabolism from PubChem BioAssay. The task is: Regression/Classification. Given a drug SMILES string, predict its absorption, distribution, metabolism, or excretion properties. Task type varies by dataset: regression for continuous measurements (e.g., permeability, clearance, half-life) or binary classification for categorical outcomes (e.g., BBB penetration, CYP inhibition). Dataset: cyp2c9_veith. (1) The compound is Cn1c(=O)c2[nH]c(-c3ccc(S(=O)(=O)O)cc3)nc2n(C)c1=O. The result is 0 (non-inhibitor). (2) The molecule is Fc1cccc(/C=N\N=C/c2cccc(F)c2)c1. The result is 0 (non-inhibitor). (3) The compound is CCOC(=O)c1[nH]c2cc(OC)c(OC)cc2c1NC(=O)c1ccc2c(c1)OCO2. The result is 0 (non-inhibitor). (4) The compound is CN1CC(c2ccccc2)C2(COc3ccccc3C2=O)C12C(=O)Nc1ccccc12. The result is 1 (inhibitor). (5) The compound is CN1[C@@H]2CC(OC(=O)[C@@H](CO)c3ccccc3)C[C@@H]1[C@H]1O[C@H]12. The result is 0 (non-inhibitor). (6) The drug is COc1ccc2cccc(N3CCN(CCNC(=O)c4ccc(F)cc4)CC3)c2c1. The result is 0 (non-inhibitor).